Task: Predict the reactants needed to synthesize the given product.. Dataset: Full USPTO retrosynthesis dataset with 1.9M reactions from patents (1976-2016) (1) Given the product [Cl:26][C:17]1[CH:16]=[C:15]([O:11][C:1]2[C:10]3[C:5](=[CH:6][CH:7]=[CH:8][CH:9]=3)[CH:4]=[CH:3][CH:2]=2)[C:20]([C:21]([O:23][CH2:24][CH3:25])=[O:22])=[CH:19][N:18]=1, predict the reactants needed to synthesize it. The reactants are: [C:1]1([OH:11])[C:10]2[C:5](=[CH:6][CH:7]=[CH:8][CH:9]=2)[CH:4]=[CH:3][CH:2]=1.[H-].[Na+].Cl[C:15]1[C:20]([C:21]([O:23][CH2:24][CH3:25])=[O:22])=[CH:19][N:18]=[C:17]([Cl:26])[CH:16]=1. (2) Given the product [Cl:1][C:2]1[CH:3]=[C:4]([C:9]2[CH:10]=[C:11]([C:12]([F:15])([F:14])[F:13])[N:20]3[N:21]=[CH:22][C:23]([C:24]4[CH:29]=[CH:28][N:27]=[C:26]([CH3:30])[CH:25]=4)=[C:19]3[N:18]=2)[CH:5]=[CH:6][C:7]=1[Cl:8], predict the reactants needed to synthesize it. The reactants are: [Cl:1][C:2]1[CH:3]=[C:4]([C:9](=O)[CH2:10][C:11](=O)[C:12]([F:15])([F:14])[F:13])[CH:5]=[CH:6][C:7]=1[Cl:8].[NH2:18][C:19]1[C:23]([C:24]2[CH:29]=[CH:28][N:27]=[C:26]([CH3:30])[CH:25]=2)=[CH:22][NH:21][N:20]=1.